From a dataset of Forward reaction prediction with 1.9M reactions from USPTO patents (1976-2016). Predict the product of the given reaction. (1) Given the reactants C([O:8][C:9]1[C:10]([O:25][CH3:26])=[CH:11][C:12]2[C:18](=[O:19])[N:17]3[CH2:20][CH2:21][CH2:22][CH2:23][C@@H:16]3[CH:15]=[N:14][C:13]=2[CH:24]=1)C1C=CC=CC=1, predict the reaction product. The product is: [OH:8][C:9]1[C:10]([O:25][CH3:26])=[CH:11][C:12]2[C:18](=[O:19])[N:17]3[CH2:20][CH2:21][CH2:22][CH2:23][C@@H:16]3[CH:15]=[N:14][C:13]=2[CH:24]=1. (2) The product is: [CH3:10][O:9][C:7]([C:6]1[CH:11]=[CH:12][C:3]([CH2:2][N:22]2[CH2:21][CH2:20][N:19]([C:25]([O:27][C:28]([CH3:31])([CH3:30])[CH3:29])=[O:26])[CH2:24][CH2:23]2)=[CH:4][CH:5]=1)=[O:8]. Given the reactants Br[CH2:2][C:3]1[CH:12]=[CH:11][C:6]([C:7]([O:9][CH3:10])=[O:8])=[CH:5][CH:4]=1.C([O-])([O-])=O.[K+].[K+].[N:19]1([C:25]([O:27][C:28]([CH3:31])([CH3:30])[CH3:29])=[O:26])[CH2:24][CH2:23][NH:22][CH2:21][CH2:20]1, predict the reaction product. (3) Given the reactants [Br:1][C:2]1[CH:3]=[C:4]([CH2:8]O)[CH:5]=[N:6][CH:7]=1.S(Cl)([Cl:12])=O, predict the reaction product. The product is: [Br:1][C:2]1[CH:7]=[N:6][CH:5]=[C:4]([CH2:8][Cl:12])[CH:3]=1. (4) Given the reactants Cl[C:2]1[C:11]([O:12]C)=[CH:10][CH:9]=[C:8]2[C:3]=1[C:4]([CH2:14][C:15]([OH:17])=[O:16])=[CH:5][N:6]=[CH:7]2.[BrH:18], predict the reaction product. The product is: [BrH:18].[OH:12][C:11]1[CH:2]=[C:3]2[C:8](=[CH:9][CH:10]=1)[CH:7]=[N:6][CH:5]=[C:4]2[CH2:14][C:15]([OH:17])=[O:16]. (5) Given the reactants [CH2:1]([O:3][CH2:4][CH2:5][CH2:6][CH2:7][CH2:8][CH2:9][N:10]1[CH2:15][CH2:14][C:13](=O)[CH2:12][CH2:11]1)[CH3:2].Cl.[NH2:18][OH:19], predict the reaction product. The product is: [CH2:1]([O:3][CH2:4][CH2:5][CH2:6][CH2:7][CH2:8][CH2:9][N:10]1[CH2:15][CH2:14][C:13](=[N:18][OH:19])[CH2:12][CH2:11]1)[CH3:2]. (6) Given the reactants [Br:1][C:2]1[CH:3]=[C:4]([O:8][CH:9]2[CH2:14][CH2:13][N:12](C(OC(C)(C)C)=O)[CH2:11][CH2:10]2)[CH:5]=[N:6][CH:7]=1.[ClH:22].C(O)C, predict the reaction product. The product is: [ClH:22].[Br:1][C:2]1[CH:7]=[N:6][CH:5]=[C:4]([O:8][CH:9]2[CH2:14][CH2:13][NH:12][CH2:11][CH2:10]2)[CH:3]=1. (7) Given the reactants [CH3:1][CH:2]1[N:9]2[CH:10]=[N:11][C:12]3[CH:13]([CH2:17][C:18]([O:20]C(C)(C)C)=[O:19])[C:14](=[O:16])[CH:15]=[C:7]([C:8]=32)[NH:6][CH2:5][CH2:4][C:3]1=[O:25].C(O)(C(F)(F)F)=O, predict the reaction product. The product is: [CH3:1][CH:2]1[N:9]2[CH:10]=[N:11][C:12]3[CH:13]([CH2:17][C:18]([OH:20])=[O:19])[C:14](=[O:16])[CH:15]=[C:7]([C:8]=32)[NH:6][CH2:5][CH2:4][C:3]1=[O:25]. (8) Given the reactants [C:1]([C:5]1[CH:12]=[CH:11][C:8]([CH:9]=O)=[CH:7][CH:6]=1)([CH3:4])([CH3:3])[CH3:2].Cl.[CH2:14]([O:21][C:22]1[CH:23]=[C:24]([CH2:28][CH2:29][NH2:30])[CH:25]=[CH:26][CH:27]=1)[C:15]1[CH:20]=[CH:19][CH:18]=[CH:17][CH:16]=1.C(=O)([O-])[O-].[K+].[K+].[BH4-].[Na+].Cl, predict the reaction product. The product is: [CH2:14]([O:21][C:22]1[CH:23]=[C:24]([CH2:28][CH2:29][NH:30][CH2:9][C:8]2[CH:11]=[CH:12][C:5]([C:1]([CH3:4])([CH3:3])[CH3:2])=[CH:6][CH:7]=2)[CH:25]=[CH:26][CH:27]=1)[C:15]1[CH:16]=[CH:17][CH:18]=[CH:19][CH:20]=1. (9) Given the reactants C(OC(=O)[NH:7][C:8]1[CH:13]=[C:12]([N:14]2[CH2:18][CH2:17][CH2:16][CH2:15]2)[C:11]([Cl:19])=[CH:10][C:9]=1[NH:20][C:21](=[O:44])[CH2:22][C:23](=O)[C:24]1[CH:29]=[CH:28][CH:27]=[C:26]([N:30]2[C:34]([CH2:35][O:36]C3CCCCO3)=[CH:33][N:32]=[N:31]2)[CH:25]=1)(C)(C)C.C(O)(C(F)(F)F)=O, predict the reaction product. The product is: [Cl:19][C:11]1[C:12]([N:14]2[CH2:18][CH2:17][CH2:16][CH2:15]2)=[CH:13][C:8]2[N:7]=[C:23]([C:24]3[CH:29]=[CH:28][CH:27]=[C:26]([N:30]4[C:34]([CH2:35][OH:36])=[CH:33][N:32]=[N:31]4)[CH:25]=3)[CH2:22][C:21](=[O:44])[NH:20][C:9]=2[CH:10]=1. (10) Given the reactants [CH3:1][S:2]([C:5]1[CH:10]=[CH:9][C:8]([CH:11]([CH2:24][CH:25]2[CH2:29][CH2:28][CH2:27][O:26]2)[C:12](=O)[CH2:13][CH2:14][C:15]([C:17]2[CH:22]=[CH:21][CH:20]=[CH:19][N:18]=2)=O)=[CH:7][CH:6]=1)(=[O:4])=[O:3].C([O-])(=O)C.[NH4+:34].C(=O)([O-])O.[Na+], predict the reaction product. The product is: [CH3:1][S:2]([C:5]1[CH:10]=[CH:9][C:8]([CH:11]([C:12]2[NH:34][C:15]([C:17]3[CH:22]=[CH:21][CH:20]=[CH:19][N:18]=3)=[CH:14][CH:13]=2)[CH2:24][CH:25]2[CH2:29][CH2:28][CH2:27][O:26]2)=[CH:7][CH:6]=1)(=[O:4])=[O:3].